From a dataset of Peptide-MHC class I binding affinity with 185,985 pairs from IEDB/IMGT. Regression. Given a peptide amino acid sequence and an MHC pseudo amino acid sequence, predict their binding affinity value. This is MHC class I binding data. (1) The peptide sequence is LLSCLTTPA. The MHC is HLA-A02:02 with pseudo-sequence HLA-A02:02. The binding affinity (normalized) is 0.792. (2) The peptide sequence is TLQGPPGTGK. The MHC is HLA-A11:01 with pseudo-sequence HLA-A11:01. The binding affinity (normalized) is 0.485. (3) The peptide sequence is ATIGTAMYK. The MHC is HLA-A68:01 with pseudo-sequence HLA-A68:01. The binding affinity (normalized) is 0.484. (4) The peptide sequence is APRGFRAAF. The MHC is HLA-A69:01 with pseudo-sequence HLA-A69:01. The binding affinity (normalized) is 0.0847.